From a dataset of Forward reaction prediction with 1.9M reactions from USPTO patents (1976-2016). Predict the product of the given reaction. (1) Given the reactants [CH2:1]([N:3]([CH2:11][C:12]1[CH:13]=[N:14][CH:15]=[C:16]([C:19]2[CH:20]=[C:21]3[C:25](=[CH:26][CH:27]=2)[N:24]([CH:28]2[CH2:33][CH2:32][CH2:31][CH2:30][O:29]2)[N:23]=[C:22]3[C:34]2[NH:35][C:36]([C:39]([NH:41][CH2:42][C:43]3[CH:44]=NC=CC=3)=[O:40])=[CH:37][N:38]=2)[C:17]=1[CH3:18])[C:4](=[O:10])[O:5][C:6]([CH3:9])([CH3:8])[CH3:7])[CH3:2].[C:49](OC(N(CC1C(C)=C(C2C=C3C(=CC=2)N(C2CCCCO2)N=C3C2NC(C(O)=O)=CN=2)C=NC=1)CC)=O)(C)(C)[CH3:50].C(N(C(C)C)CC)(C)C.[O:99](C1CCNCC1)[C:100]1[CH:105]=[CH:104][CH:103]=[CH:102][CH:101]=1.CN(C(ON1N=NC2C=CC=NC1=2)=[N+](C)C)C.F[P-](F)(F)(F)(F)F, predict the reaction product. The product is: [CH2:1]([N:3]([CH2:11][C:12]1[CH:13]=[N:14][CH:15]=[C:16]([C:19]2[CH:20]=[C:21]3[C:25](=[CH:26][CH:27]=2)[N:24]([CH:28]2[CH2:33][CH2:32][CH2:31][CH2:30][O:29]2)[N:23]=[C:22]3[C:34]2[NH:35][C:36]([C:39]([N:41]3[CH2:42][CH2:43][CH:44]([O:99][C:100]4[CH:105]=[CH:104][CH:103]=[CH:102][CH:101]=4)[CH2:50][CH2:49]3)=[O:40])=[CH:37][N:38]=2)[C:17]=1[CH3:18])[C:4](=[O:10])[O:5][C:6]([CH3:8])([CH3:7])[CH3:9])[CH3:2]. (2) Given the reactants [F:1][C:2]1[C:11]2[CH2:10][O:9][C:8](=[O:12])[N:7]([CH3:13])[C:6]=2[C:5]([F:14])=[CH:4][C:3]=1[N+:15]([O-])=O.[Cl-].[NH4+], predict the reaction product. The product is: [NH2:15][C:3]1[CH:4]=[C:5]([F:14])[C:6]2[N:7]([CH3:13])[C:8](=[O:12])[O:9][CH2:10][C:11]=2[C:2]=1[F:1]. (3) The product is: [CH:1]1([N:4]([CH2:29][C:30]2[CH:35]=[CH:34][CH:33]=[C:32]([Cl:36])[C:31]=2[Cl:37])[C:5]([CH:7]2[C:12]([C:14]3[CH:19]=[CH:18][C:17]([F:20])=[C:16]([F:21])[CH:15]=3)([OH:13])[CH2:11][CH2:10][NH:9][CH2:8]2)=[O:6])[CH2:2][CH2:3]1. Given the reactants [CH:1]1([N:4]([CH2:29][C:30]2[CH:35]=[CH:34][CH:33]=[C:32]([Cl:36])[C:31]=2[Cl:37])[C:5]([C@@H:7]2[C@:12]([C:14]3[CH:19]=[CH:18][C:17]([F:20])=[C:16]([F:21])[CH:15]=3)([OH:13])[CH2:11][CH2:10][N:9](C(OC(C)(C)C)=O)[CH2:8]2)=[O:6])[CH2:3][CH2:2]1.Cl, predict the reaction product. (4) Given the reactants [C:1]([O:5][C:6]([NH:8][C@@H:9]1[CH2:14][CH2:13][C@H:12]([C:15]([OH:17])=O)[CH2:11][CH2:10]1)=[O:7])([CH3:4])([CH3:3])[CH3:2].[Cl:18][C:19]1[CH:20]=[C:21]([CH:26]=[CH:27][C:28]=1[Cl:29])/[C:22](=[N:24]/O)/[NH2:23].CC(C)N=C=NC(C)C, predict the reaction product. The product is: [Cl:18][C:19]1[CH:20]=[C:21]([C:22]2[N:24]=[C:15]([C@@H:12]3[CH2:11][CH2:10][C@H:9]([NH:8][C:6](=[O:7])[O:5][C:1]([CH3:2])([CH3:3])[CH3:4])[CH2:14][CH2:13]3)[O:17][N:23]=2)[CH:26]=[CH:27][C:28]=1[Cl:29]. (5) Given the reactants [CH2:1]([NH:6][CH:7]=[O:8])[CH2:2][CH2:3][CH2:4][CH3:5].[H-].[Na+].Br[CH2:12][CH:13]1[CH2:15][CH2:14]1, predict the reaction product. The product is: [CH:13]1([CH2:12][N:6]([CH2:1][CH2:2][CH2:3][CH2:4][CH3:5])[CH:7]=[O:8])[CH2:15][CH2:14]1. (6) Given the reactants [Cl:1][C:2]1[N:3]=[C:4]([CH2:11][CH2:12][CH2:13][NH2:14])[C:5]2[S:10][CH:9]=[CH:8][C:6]=2[N:7]=1.[Br:15]N1C(=O)CCC1=O, predict the reaction product. The product is: [Br:15][C:8]1[C:6]2[N:7]=[C:2]([Cl:1])[N:3]=[C:4]([CH2:11][CH2:12][CH2:13][NH2:14])[C:5]=2[S:10][CH:9]=1. (7) Given the reactants [OH:1][CH2:2][C:3]1[N:7]([CH2:8][CH2:9][CH:10]([CH3:12])[CH3:11])[C:6]2[CH:13]=[CH:14][C:15]([C:17]([OH:19])=[O:18])=[CH:16][C:5]=2[N:4]=1.S(=O)(=O)(O)O.N.O.[CH3:27]O, predict the reaction product. The product is: [CH3:27][O:18][C:17]([C:15]1[CH:14]=[CH:13][C:6]2[N:7]([CH2:8][CH2:9][CH:10]([CH3:12])[CH3:11])[C:3]([CH2:2][OH:1])=[N:4][C:5]=2[CH:16]=1)=[O:19]. (8) Given the reactants [Br:1][C:2]1[CH:7]=[C:6](F)[C:5]([N+:9]([O-:11])=[O:10])=[CH:4][C:3]=1[CH3:12].CN(C)C=O.C(=O)([O-])[O-].[K+].[K+].[CH:24]([OH:27])([CH3:26])[CH3:25], predict the reaction product. The product is: [Br:1][C:2]1[CH:7]=[C:6]([O:27][CH:24]([CH3:26])[CH3:25])[C:5]([N+:9]([O-:11])=[O:10])=[CH:4][C:3]=1[CH3:12].